Task: Predict which catalyst facilitates the given reaction.. Dataset: Catalyst prediction with 721,799 reactions and 888 catalyst types from USPTO (1) Reactant: [CH2:1]([O:3][C:4](=[O:17])[C:5]([O:8][C:9]1[CH:14]=[CH:13][C:12]([OH:15])=[CH:11][C:10]=1[CH3:16])([CH3:7])[CH3:6])[CH3:2].Cl[CH2:19][C:20]1[C:21]([CH3:37])=[N:22][C:23]([C:26]2[CH:31]=[CH:30][C:29]([O:32][C:33]([F:36])([F:35])[F:34])=[CH:28][CH:27]=2)=[CH:24][CH:25]=1.C([O-])([O-])=O.[Cs+].[Cs+]. Product: [CH2:1]([O:3][C:4](=[O:17])[C:5]([CH3:6])([O:8][C:9]1[CH:14]=[CH:13][C:12]([O:15][CH2:19][C:20]2[C:21]([CH3:37])=[N:22][C:23]([C:26]3[CH:31]=[CH:30][C:29]([O:32][C:33]([F:36])([F:34])[F:35])=[CH:28][CH:27]=3)=[CH:24][CH:25]=2)=[CH:11][C:10]=1[CH3:16])[CH3:7])[CH3:2]. The catalyst class is: 10. (2) Reactant: [F:1][C:2]1[CH:3]=[CH:4][C:5]([CH:9]([NH2:11])[CH3:10])=[N:6][C:7]=1[CH3:8].Cl[C:13]1[N:18]=[C:17]([NH:19][C:20]2[CH:24]=[C:23]([CH:25]3[CH2:27][CH2:26]3)[NH:22][N:21]=2)[C:16]([Cl:28])=[CH:15][N:14]=1.CCN(C(C)C)C(C)C. Product: [Cl:28][C:16]1[C:17]([NH:19][C:20]2[CH:24]=[C:23]([CH:25]3[CH2:27][CH2:26]3)[NH:22][N:21]=2)=[N:18][C:13]([NH:11][CH:9]([C:5]2[CH:4]=[CH:3][C:2]([F:1])=[C:7]([CH3:8])[N:6]=2)[CH3:10])=[N:14][CH:15]=1. The catalyst class is: 114. (3) Reactant: [Si]([O:8][CH2:9][C:10]1[CH:19]=[CH:18][CH:17]=[C:16]2[C:11]=1[C:12](=[O:30])[N:13]([C:21]1[S:25][CH:24]=[C:23]([C:26]([O:28]C)=[O:27])[CH:22]=1)[C:14](=[O:20])[NH:15]2)(C(C)(C)C)(C)C.[F-].C([N+](CCCC)(CCCC)CCCC)CCC.O.[OH-].[Li+].Cl. Product: [OH:8][CH2:9][C:10]1[CH:19]=[CH:18][CH:17]=[C:16]2[C:11]=1[C:12](=[O:30])[N:13]([C:21]1[S:25][CH:24]=[C:23]([C:26]([OH:28])=[O:27])[CH:22]=1)[C:14](=[O:20])[NH:15]2. The catalyst class is: 20.